This data is from Full USPTO retrosynthesis dataset with 1.9M reactions from patents (1976-2016). The task is: Predict the reactants needed to synthesize the given product. (1) Given the product [CH3:1][O:2][C:3](=[O:11])[C:4]1[CH:9]=[CH:8][CH:7]=[C:6]([O:10][C@@H:13]2[CH2:17][CH2:16][NH:15][C:14]2=[O:18])[CH:5]=1, predict the reactants needed to synthesize it. The reactants are: [CH3:1][O:2][C:3](=[O:11])[C:4]1[CH:9]=[CH:8][CH:7]=[C:6]([OH:10])[CH:5]=1.O[C@@H:13]1[CH2:17][CH2:16][NH:15][C:14]1=[O:18].C1(P(C2C=CC=CC=2)C2C=CC=CC=2)C=CC=CC=1.CCOC(/N=N/C(OCC)=O)=O. (2) Given the product [CH2:20]([O:9][C:8](=[O:10])[C:7]1[CH:11]=[CH:12][CH:13]=[C:5]([S:4][CH2:3][C:2](=[O:1])[CH3:14])[CH:6]=1)[CH3:21], predict the reactants needed to synthesize it. The reactants are: [O:1]=[C:2]([CH3:14])[CH2:3][S:4][C:5]1[CH:6]=[C:7]([CH:11]=[CH:12][CH:13]=1)[C:8]([OH:10])=[O:9].OS(O)(=O)=O.[CH2:20](O)[CH3:21]. (3) Given the product [OH:64][CH2:63][CH:61]1[C:60]2[C:55](=[CH:56][CH:57]=[CH:58][CH:59]=2)[O:54][C:51]2([CH2:52][CH2:53][N:48]([C:9]([C:8]3[CH:12]=[CH:13][C:5]([O:4][CH:1]([CH3:2])[CH3:3])=[C:6]([O:14][CH3:15])[CH:7]=3)=[O:11])[CH2:49][CH2:50]2)[CH2:62]1, predict the reactants needed to synthesize it. The reactants are: [CH:1]([O:4][C:5]1[CH:13]=[CH:12][C:8]([C:9]([OH:11])=O)=[CH:7][C:6]=1[O:14][CH3:15])([CH3:3])[CH3:2].CN(C(ON1N=NC2C=CC=NC1=2)=[N+](C)C)C.F[P-](F)(F)(F)(F)F.CCN(CC)CC.Cl.[NH:48]1[CH2:53][CH2:52][C:51]2([CH2:62][CH:61]([CH2:63][OH:64])[C:60]3[C:55](=[CH:56][CH:57]=[CH:58][CH:59]=3)[O:54]2)[CH2:50][CH2:49]1. (4) Given the product [Cl:30][C:31]1[CH:36]=[CH:35][CH:34]=[CH:33][C:32]=1[C:2]1[C:3]2[CH:14]=[C:13]([C:15]3[CH:20]=[CH:19][CH:18]=[CH:17][CH:16]=3)[CH:12]=[CH:11][C:4]=2[N:5]([CH3:10])[C:6](=[O:9])[CH2:7][N:8]=1, predict the reactants needed to synthesize it. The reactants are: Cl[C:2]1[C:3]2[CH:14]=[C:13]([C:15]3[CH:20]=[CH:19][CH:18]=[CH:17][CH:16]=3)[CH:12]=[CH:11][C:4]=2[N:5]([CH3:10])[C:6](=[O:9])[CH2:7][N:8]=1.C1(B(O)O)C=CC=CC=1.[Cl:30][C:31]1[CH:36]=[CH:35][CH:34]=[CH:33][C:32]=1B(O)O.